Dataset: Full USPTO retrosynthesis dataset with 1.9M reactions from patents (1976-2016). Task: Predict the reactants needed to synthesize the given product. (1) Given the product [Cl:14][CH2:15][C:16]([NH:1][CH:2]([CH2:5][CH3:6])[CH2:3][OH:4])=[O:17], predict the reactants needed to synthesize it. The reactants are: [NH2:1][CH:2]([CH2:5][CH3:6])[CH2:3][OH:4].C(N(CC)CC)C.[Cl:14][CH2:15][C:16](Cl)=[O:17]. (2) Given the product [Cl:3][C:4]1[CH:5]=[C:6]([CH2:11][C@@H:12]([C:13]2[C:18]([C:19]3[CH:20]=[C:21]([CH:22]=[CH:23][CH:24]=3)[C:25]([NH2:26])=[O:42])=[CH:17][CH:16]=[CH:15][N:14]=2)[NH:27][C:28](=[O:40])[CH2:29][C:30]2[C:38]3[C:33](=[CH:34][CH:35]=[C:36]([OH:39])[CH:37]=3)[NH:32][CH:31]=2)[CH:7]=[C:8]([F:10])[CH:9]=1, predict the reactants needed to synthesize it. The reactants are: OO.[Cl:3][C:4]1[CH:5]=[C:6]([CH2:11][C@H:12]([NH:27][C:28](=[O:40])[CH2:29][C:30]2[C:38]3[C:33](=[CH:34][CH:35]=[C:36]([OH:39])[CH:37]=3)[NH:32][CH:31]=2)[C:13]2[C:18]([C:19]3[CH:24]=[CH:23][CH:22]=[C:21]([C:25]#[N:26])[CH:20]=3)=[CH:17][CH:16]=[CH:15][N:14]=2)[CH:7]=[C:8]([F:10])[CH:9]=1.C(=O)([O-])[O-:42].[K+].[K+].